This data is from Catalyst prediction with 721,799 reactions and 888 catalyst types from USPTO. The task is: Predict which catalyst facilitates the given reaction. (1) Reactant: [H-].[Na+].CN1C(=O)N(C)CCC1.[CH2:12]([OH:17])[C:13]#[C:14][CH2:15][OH:16].[CH:18]([C:21]1[CH:22]=[CH:23][C:24]([S:27]([NH:30][C:31]2[C:36]([C:37]3[CH:42]=[CH:41][C:40]([CH3:43])=[CH:39][CH:38]=3)=[C:35](Cl)[N:34]=[C:33]([C:45]3[CH:50]=[CH:49][N:48]=[CH:47][CH:46]=3)[N:32]=2)(=[O:29])=[O:28])=[N:25][CH:26]=1)([CH3:20])[CH3:19]. Product: [CH:18]([C:21]1[CH:22]=[CH:23][C:24]([S:27]([NH:30][C:31]2[C:36]([C:37]3[CH:42]=[CH:41][C:40]([CH3:43])=[CH:39][CH:38]=3)=[C:35]([O:16][CH2:15][C:14]#[C:13][CH2:12][OH:17])[N:34]=[C:33]([C:45]3[CH:46]=[CH:47][N:48]=[CH:49][CH:50]=3)[N:32]=2)(=[O:28])=[O:29])=[N:25][CH:26]=1)([CH3:20])[CH3:19]. The catalyst class is: 3. (2) Reactant: [OH-].[Na+].C([O:5][C:6]([C:8]1[CH:12]=[C:11]([CH:13]2[CH2:18][CH2:17][CH2:16][CH2:15][CH2:14]2)[S:10][CH:9]=1)=[O:7])C. Product: [CH:13]1([C:11]2[S:10][CH:9]=[C:8]([C:6]([OH:7])=[O:5])[CH:12]=2)[CH2:14][CH2:15][CH2:16][CH2:17][CH2:18]1. The catalyst class is: 6. (3) Reactant: [C:1]([O:5][C:6]([N:8]1[C:16]2[C:11](=[CH:12][C:13]([C:17]([CH3:25])([CH3:24])[O:18][SiH2:19][C:20]([CH3:23])([CH3:22])[CH3:21])=[CH:14][CH:15]=2)[CH:10]=[CH:9]1)=[O:7])([CH3:4])([CH3:3])[CH3:2].[B:26](OC(C)C)([O:31]C(C)C)[O:27]C(C)C.C([N-]C(C)C)(C)C.[Li+]. Product: [NH:8]1[C:16]2[C:11](=[CH:12][CH:13]=[CH:14][CH:15]=2)[CH:10]=[C:9]1[B:26]([OH:31])[OH:27].[C:1]([O:5][C:6]([N:8]1[C:16]2[C:11](=[CH:12][C:13]([C:17]([CH3:25])([CH3:24])[O:18][SiH2:19][C:20]([CH3:23])([CH3:22])[CH3:21])=[CH:14][CH:15]=2)[CH:10]=[CH:9]1)=[O:7])([CH3:4])([CH3:3])[CH3:2]. The catalyst class is: 7. (4) Reactant: [C:1]1([C:7]2[CH:8]=[C:9]([C:16](Cl)=[O:17])[S:10][C:11]=2[C:12]([F:15])([F:14])[F:13])[CH:6]=[CH:5][CH:4]=[CH:3][CH:2]=1.[CH2:19]([C:21]1[CH:27]=[CH:26][CH:25]=[CH:24][C:22]=1N)[CH3:20].[N:28]1C=CC=CC=1. Product: [CH2:19]([C:21]1[CH:27]=[CH:26][CH:25]=[CH:24][C:22]=1[C:8]1[C:7]([C:1]2[CH:6]=[CH:5][CH:4]=[CH:3][CH:2]=2)=[C:11]([C:12]([F:15])([F:14])[F:13])[S:10][C:9]=1[C:16]([NH2:28])=[O:17])[CH3:20]. The catalyst class is: 10. (5) Reactant: [H-].[Na+].[CH2:3]([N:10]([CH2:14][C:15]1[C:16](Cl)=[N:17][CH:18]=[CH:19][CH:20]=1)[CH2:11][CH2:12][OH:13])[C:4]1[CH:9]=[CH:8][CH:7]=[CH:6][CH:5]=1.O. Product: [CH2:3]([N:10]1[CH2:14][C:15]2[CH:20]=[CH:19][CH:18]=[N:17][C:16]=2[O:13][CH2:12][CH2:11]1)[C:4]1[CH:9]=[CH:8][CH:7]=[CH:6][CH:5]=1. The catalyst class is: 1. (6) Reactant: [Cl:1][C:2]1[CH:7]=[CH:6][CH:5]=[C:4]([F:8])[C:3]=1[OH:9].C([O-])([O-])=O.[Cs+].[Cs+].[CH2:16](Br)[C:17]1[CH:22]=[CH:21][CH:20]=[CH:19][CH:18]=1. Product: [C:17]1([CH2:16][O:9][C:3]2[C:4]([F:8])=[CH:5][CH:6]=[CH:7][C:2]=2[Cl:1])[CH:22]=[CH:21][CH:20]=[CH:19][CH:18]=1. The catalyst class is: 31. (7) Reactant: Cl.Cl.[NH2:3][CH2:4][C:5]([N:7]1[CH2:12][CH2:11][C@H:10]([NH:13][CH2:14][C:15]2[CH:16]=[C:17]([C:23]3[CH:28]=[CH:27][C:26]([C:29]#[N:30])=[CH:25][CH:24]=3)[CH:18]=[CH:19][C:20]=2[O:21][CH3:22])[C@H:9]([C:31]2[CH:36]=[CH:35][CH:34]=[CH:33][CH:32]=2)[CH2:8]1)=[O:6].CCN(CC)CC.[CH3:44][S:45](Cl)(=[O:47])=[O:46].O. Product: [C:29]([C:26]1[CH:25]=[CH:24][C:23]([C:17]2[CH:18]=[CH:19][C:20]([O:21][CH3:22])=[C:15]([CH2:14][NH:13][C@H:10]3[CH2:11][CH2:12][N:7]([C:5](=[O:6])[CH2:4][NH:3][S:45]([CH3:44])(=[O:47])=[O:46])[CH2:8][C@H:9]3[C:31]3[CH:32]=[CH:33][CH:34]=[CH:35][CH:36]=3)[CH:16]=2)=[CH:28][CH:27]=1)#[N:30]. The catalyst class is: 1. (8) Reactant: [N:1]1([C:6]2[CH:25]=[CH:24][C:9]([CH2:10][C:11]3[C:12](Cl)=[N:13][C:14]4[C:19]([C:20]=3[Cl:21])=[CH:18][C:17]([I:22])=[CH:16][CH:15]=4)=[CH:8][CH:7]=2)[CH:5]=[CH:4][N:3]=[CH:2]1.[CH3:26][O-:27].[Na+].ClCCl. Product: [N:1]1([C:6]2[CH:25]=[CH:24][C:9]([CH2:10][C:11]3[C:12]([O:27][CH3:26])=[N:13][C:14]4[C:19]([C:20]=3[Cl:21])=[CH:18][C:17]([I:22])=[CH:16][CH:15]=4)=[CH:8][CH:7]=2)[CH:5]=[CH:4][N:3]=[CH:2]1. The catalyst class is: 11.